From a dataset of Reaction yield outcomes from USPTO patents with 853,638 reactions. Predict the reaction yield, written as a fraction of the theoretical maximum amount of product (1.0 means a 100% yield; for example, 0.34 means a 34% yield). (1) The reactants are Cl[C:2]1[CH:7]=[C:6]([C:8]2C=CC(F)=CC=2)C=C[N:3]=1.N[C:16]1[N:20]([CH3:21])[C:19]2[CH:22]=[CH:23][CH:24]=[CH:25][C:18]=2[N:17]=1.C[C:27]1(C)[C:53]2[C:48](=[C:49](P(C3C=CC=CC=3)C3C=CC=CC=3)[CH:50]=[CH:51][CH:52]=2)[O:47][C:29]2[C:30](P(C3C=CC=CC=3)C3C=CC=CC=3)=CC=CC1=2.C([O-])([O-])=[O:69].[Cs+].[Cs+].[OH2:74]. The catalyst is O1CCOCC1.C1C=CC(/C=C/C(/C=C/C2C=CC=CC=2)=O)=CC=1.C1C=CC(/C=C/C(/C=C/C2C=CC=CC=2)=O)=CC=1.C1C=CC(/C=C/C(/C=C/C2C=CC=CC=2)=O)=CC=1.[Pd].[Pd]. The product is [O:74]1[C:25]2[CH:24]=[CH:23][CH:22]=[CH:19][C:18]=2[N:17]=[C:16]1[N:20]([C:21]1[CH:8]=[CH:6][CH:7]=[CH:2][N:3]=1)[CH2:27][CH2:53][CH2:52][CH2:51][CH2:50][CH2:49][C:48]([O:47][CH2:29][CH3:30])=[O:69]. The yield is 0.380. (2) The reactants are Cl.Cl.[NH:3]1[C:11]2[C:6](=[C:7]([CH2:12][CH2:13][CH2:14][NH2:15])[CH:8]=[CH:9][CH:10]=2)[CH:5]=[N:4]1.[CH2:16]([O:18][C:19]([C:21]1[C:22]([CH3:29])=[N:23][C:24](Cl)=[N:25][C:26]=1[CH3:27])=[O:20])[CH3:17].CCO. The catalyst is CCOC(C)=O. The product is [CH2:16]([O:18][C:19]([C:21]1[C:22]([CH3:29])=[N:23][C:24]([NH:15][CH2:14][CH2:13][CH2:12][C:7]2[CH:8]=[CH:9][CH:10]=[C:11]3[C:6]=2[CH:5]=[N:4][NH:3]3)=[N:25][C:26]=1[CH3:27])=[O:20])[CH3:17]. The yield is 0.810. (3) The reactants are [C:1]([O:5][C:6]([N:8]1[C:16]2[C:11](=[CH:12][C:13](Br)=[CH:14][CH:15]=2)[CH:10]=[CH:9]1)=[O:7])([CH3:4])([CH3:3])[CH3:2].C([Li])(C)(C)C.[C:23]([O:27][C:28]([N:30]1[CH2:34][CH2:33][CH2:32][C:31]1([CH:38]=[O:39])[CH2:35][CH2:36][CH3:37])=[O:29])([CH3:26])([CH3:25])[CH3:24]. The catalyst is CCOCC. The product is [C:1]([O:5][C:6]([N:8]1[C:16]2[C:11](=[CH:12][C:13]([CH:38]([C:31]3([CH2:35][CH2:36][CH3:37])[CH2:32][CH2:33][CH2:34][N:30]3[C:28]([O:27][C:23]([CH3:25])([CH3:24])[CH3:26])=[O:29])[OH:39])=[CH:14][CH:15]=2)[CH:10]=[CH:9]1)=[O:7])([CH3:4])([CH3:3])[CH3:2]. The yield is 0.430.